Task: Predict the reaction yield, written as a fraction of the theoretical maximum amount of product (1.0 means a 100% yield; for example, 0.34 means a 34% yield).. Dataset: Reaction yield outcomes from USPTO patents with 853,638 reactions (1) The product is [CH2:11]([O:18][C:19]1[CH:20]=[C:21]([CH:35]=[CH:36][CH:37]=1)[C:22]([NH:24][C:25]1[CH:30]=[CH:29][CH:28]=[CH:27][C:26]=1[S:31]([NH:32][C:1]([O:2][C:3]1[CH:8]=[CH:7][CH:6]=[CH:5][CH:4]=1)=[O:9])(=[O:34])=[O:33])=[O:23])[C:12]1[CH:13]=[CH:14][CH:15]=[CH:16][CH:17]=1. The catalyst is CN(C)C1C=CN=CC=1.O1CCCC1. The yield is 0.770. The reactants are [C:1](Cl)(=[O:9])[O:2][C:3]1[CH:8]=[CH:7][CH:6]=[CH:5][CH:4]=1.[CH2:11]([O:18][C:19]1[CH:20]=[C:21]([CH:35]=[CH:36][CH:37]=1)[C:22]([NH:24][C:25]1[CH:30]=[CH:29][CH:28]=[CH:27][C:26]=1[S:31](=[O:34])(=[O:33])[NH2:32])=[O:23])[C:12]1[CH:17]=[CH:16][CH:15]=[CH:14][CH:13]=1. (2) The reactants are [CH2:1]([O:3][C:4]1[CH:9]=[CH:8][CH:7]=[CH:6][C:5]=1[N:10]1[C:19](=[O:20])[C:18]2[C:13](=[CH:14][C:15]([N+:21]([O-:23])=[O:22])=[CH:16][CH:17]=2)[N:12]=[C:11]1[CH:24]([N:26]1[CH2:31][CH2:30][NH:29][CH2:28][CH2:27]1)[CH3:25])[CH3:2].[Cl:32][C:33]1[CH:43]=[CH:42][C:36]([O:37][CH2:38][C:39](O)=[O:40])=[CH:35][CH:34]=1.CN(C(ON1N=NC2C=CC=CC1=2)=[N+](C)C)C.[B-](F)(F)(F)F.CCN(C(C)C)C(C)C. The catalyst is C(Cl)(Cl)Cl. The product is [Cl:32][C:33]1[CH:43]=[CH:42][C:36]([O:37][CH2:38][C:39]([N:29]2[CH2:28][CH2:27][N:26]([CH:24]([C:11]3[N:10]([C:5]4[CH:6]=[CH:7][CH:8]=[CH:9][C:4]=4[O:3][CH2:1][CH3:2])[C:19](=[O:20])[C:18]4[C:13](=[CH:14][C:15]([N+:21]([O-:23])=[O:22])=[CH:16][CH:17]=4)[N:12]=3)[CH3:25])[CH2:31][CH2:30]2)=[O:40])=[CH:35][CH:34]=1. The yield is 1.00. (3) The reactants are [NH2:1][C:2]1[CH:24]=[CH:23][C:5]([O:6][C:7]2[C:16]3[C:11](=[CH:12][C:13]([O:21][CH3:22])=[C:14]([C:17](OC)=[O:18])[CH:15]=3)[N:10]=[CH:9][CH:8]=2)=[CH:4][C:3]=1[CH3:25].[CH2:26]([N:28](CC)CC)[CH3:27].[F:33][P-](F)(F)(F)(F)[F:33].[N:40]1([P+](N(C)C)(N(C)C)N(C)C)[C:44]2[CH:45]=[CH:46][CH:46]=[CH:45][C:44]=2[N:40]=N1.O.CN(C)[CH:62]=[O:63]. The catalyst is C(OCC)(=O)C.O1CCCC1. The product is [F:33][CH2:27][CH2:26][NH:28][C:17]([C:14]1[CH:15]=[C:16]2[C:11](=[CH:12][C:13]=1[O:21][CH3:22])[N:10]=[CH:9][CH:8]=[C:7]2[O:6][C:5]1[CH:23]=[CH:24][C:2]([NH:1][C:62]([NH:40][CH:44]2[CH2:45][CH2:46]2)=[O:63])=[C:3]([CH3:25])[CH:4]=1)=[O:18]. The yield is 0.660. (4) The reactants are [OH:1][C:2]1[CH:11]=[C:10]([OH:12])[CH:9]=[CH:8][C:3]=1[C:4]([O:6][CH3:7])=[O:5].C(=O)([O-])[O-].[K+].[K+].[CH2:19](Br)[C:20]1[CH:25]=[CH:24][CH:23]=[CH:22][CH:21]=1.[I-].[K+]. The catalyst is CN(C=O)C. The product is [CH2:19]([O:12][C:10]1[CH:9]=[CH:8][C:3]([C:4]([O:6][CH3:7])=[O:5])=[C:2]([OH:1])[CH:11]=1)[C:20]1[CH:25]=[CH:24][CH:23]=[CH:22][CH:21]=1. The yield is 0.611. (5) The yield is 0.610. The catalyst is CC(N(C)C)=O. The reactants are [NH2:1][C:2]1[CH:7]=[CH:6][C:5]([OH:8])=[CH:4][N:3]=1.CC(C)([O-])C.[K+].Cl[C:16]1[CH:21]=[CH:20][N:19]=[C:18]([C:22]([NH:24][CH3:25])=[O:23])[CH:17]=1. The product is [NH2:1][C:2]1[N:3]=[CH:4][C:5]([O:8][C:16]2[CH:21]=[CH:20][N:19]=[C:18]([C:22]([NH:24][CH3:25])=[O:23])[CH:17]=2)=[CH:6][CH:7]=1. (6) The reactants are [F:1][C:2]([F:24])([F:23])[C:3]1[CH:4]=[C:5]([C:13]2[N:17]=[CH:16][N:15](/[CH:18]=[CH:19]\[C:20]([OH:22])=O)[N:14]=2)[CH:6]=[C:7]([C:9]([F:12])([F:11])[F:10])[CH:8]=1.[NH:25]1[CH2:30][CH2:29][CH:28]([OH:31])[CH2:27][CH2:26]1.C(P1(=O)OP(CCC)(=O)OP(CCC)(=O)O1)CC.CCN(C(C)C)C(C)C. The catalyst is C(Cl)Cl.O. The product is [F:12][C:9]([F:10])([F:11])[C:7]1[CH:6]=[C:5]([C:13]2[N:17]=[CH:16][N:15](/[CH:18]=[CH:19]\[C:20]([N:25]3[CH2:30][CH2:29][CH:28]([OH:31])[CH2:27][CH2:26]3)=[O:22])[N:14]=2)[CH:4]=[C:3]([C:2]([F:24])([F:23])[F:1])[CH:8]=1. The yield is 0.100. (7) The reactants are [OH-].[Na+].[Cl:3][C:4]1[NH:5][C:6]2[C:11]([C:12]=1[CH:13]=[O:14])=[CH:10][CH:9]=[CH:8][CH:7]=2.[C:15]1([S:21](Cl)(=[O:23])=[O:22])[CH:20]=[CH:19][CH:18]=[CH:17][CH:16]=1. The catalyst is C(O)C. The product is [C:15]1([S:21]([N:5]2[C:6]3[C:11](=[CH:10][CH:9]=[CH:8][CH:7]=3)[C:12]([CH:13]=[O:14])=[C:4]2[Cl:3])(=[O:23])=[O:22])[CH:20]=[CH:19][CH:18]=[CH:17][CH:16]=1. The yield is 0.170. (8) The reactants are [C:1]([O:5][C:6]([N:8]1[C:13]([CH3:14])=[CH:12][CH2:11][CH2:10][CH:9]1[CH2:15][CH2:16][CH2:17][CH2:18][CH3:19])=[O:7])([CH3:4])([CH3:3])[CH3:2].[C:20]([BH3-])#N.[Na+].C(O)(C(F)(F)F)=O.CCOC(C)=O. The catalyst is C(Cl)Cl. The product is [C:6]([N:8]1[C@@H:9]([CH2:15][CH2:16][CH2:17][CH2:18][CH2:19][CH3:20])[CH2:10][CH2:11][CH2:12][C@@H:13]1[CH3:14])([O:5][C:1]([CH3:4])([CH3:3])[CH3:2])=[O:7]. The yield is 0.540. (9) The catalyst is C1COCC1.O. The product is [CH3:4][O:5][C:6]1[CH:7]=[C:8]2[C:12](=[CH:13][CH:14]=1)[N:11]([CH3:15])[CH:10]=[C:9]2[CH2:16][C:17]([OH:19])=[O:18]. The yield is 0.950. The reactants are O[Li].O.[CH3:4][O:5][C:6]1[CH:7]=[C:8]2[C:12](=[CH:13][CH:14]=1)[N:11]([CH3:15])[CH:10]=[C:9]2[CH2:16][C:17]([O:19]C)=[O:18]. (10) The reactants are [CH2:1]([O:8][C:9]1[CH:18]=[C:17]2[C:12]([C:13](=O)[NH:14][CH:15]=[N:16]2)=[CH:11][CH:10]=1)[C:2]1[CH:7]=[CH:6][CH:5]=[CH:4][CH:3]=1.S(Cl)([Cl:22])=O. The catalyst is CN(C=O)C. The product is [CH2:1]([O:8][C:9]1[CH:18]=[C:17]2[C:12]([C:13]([Cl:22])=[N:14][CH:15]=[N:16]2)=[CH:11][CH:10]=1)[C:2]1[CH:7]=[CH:6][CH:5]=[CH:4][CH:3]=1. The yield is 0.890.